This data is from Reaction yield outcomes from USPTO patents with 853,638 reactions. The task is: Predict the reaction yield, written as a fraction of the theoretical maximum amount of product (1.0 means a 100% yield; for example, 0.34 means a 34% yield). (1) The reactants are I[CH2:2][C@H:3]1[CH2:14][CH2:13][C:12]2[S:11][C:10]3[C:5](=[C:6]([O:15][CH:16]4[CH2:21][CH2:20][CH:19]([N:22]5[CH2:27][CH2:26][O:25][CH2:24][CH2:23]5)[CH2:18][CH2:17]4)[N:7]=[CH:8][N:9]=3)[C:4]1=2.C1OCCOCCOCCOCCOCCOC1.C(=O)([O-])[O-].[K+].[K+].[C:52]([CH2:54][C:55]([O:57][CH2:58][CH3:59])=[O:56])#[N:53]. The catalyst is C1C=CC=CC=1. The yield is 0.830. The product is [C:52]([CH:54]([CH2:2][C@H:3]1[CH2:14][CH2:13][C:12]2[S:11][C:10]3[C:5](=[C:6]([O:15][CH:16]4[CH2:21][CH2:20][CH:19]([N:22]5[CH2:27][CH2:26][O:25][CH2:24][CH2:23]5)[CH2:18][CH2:17]4)[N:7]=[CH:8][N:9]=3)[C:4]1=2)[C:55]([O:57][CH2:58][CH3:59])=[O:56])#[N:53]. (2) The reactants are [CH3:1][O:2][C:3]1[CH:12]=[CH:11][C:6]2[C:7](=[O:10])[CH2:8][O:9][C:5]=2[C:4]=1[CH2:13][CH2:14][CH:15]1[CH2:20][CH2:19][N:18]([C:21]([O:23][C:24]([CH3:27])([CH3:26])[CH3:25])=[O:22])[CH2:17][CH2:16]1.[NH:28]1[C:32]2=[N:33][CH:34]=[CH:35][CH:36]=[C:31]2[C:30]([CH:37]=O)=[N:29]1.N1CCCCC1. The catalyst is CO. The product is [NH:28]1[C:32]2=[N:33][CH:34]=[CH:35][CH:36]=[C:31]2[C:30](/[CH:37]=[C:8]2\[O:9][C:5]3[C:4]([CH2:13][CH2:14][CH:15]4[CH2:20][CH2:19][N:18]([C:21]([O:23][C:24]([CH3:27])([CH3:26])[CH3:25])=[O:22])[CH2:17][CH2:16]4)=[C:3]([O:2][CH3:1])[CH:12]=[CH:11][C:6]=3[C:7]\2=[O:10])=[N:29]1. The yield is 0.410.